Dataset: Reaction yield outcomes from USPTO patents with 853,638 reactions. Task: Predict the reaction yield, written as a fraction of the theoretical maximum amount of product (1.0 means a 100% yield; for example, 0.34 means a 34% yield). (1) The reactants are Br[CH2:2][C:3]1[O:4][C:5]2[CH:11]=[C:10]([C:12]([O:14][CH2:15][CH3:16])=[O:13])[CH:9]=[C:8]([O:17][C:18]3[CH:23]=[CH:22][C:21]([S:24]([CH3:27])(=[O:26])=[O:25])=[CH:20][CH:19]=3)[C:6]=2[CH:7]=1.CS(C)=[O:30]. No catalyst specified. The product is [CH:2]([C:3]1[O:4][C:5]2[CH:11]=[C:10]([C:12]([O:14][CH2:15][CH3:16])=[O:13])[CH:9]=[C:8]([O:17][C:18]3[CH:23]=[CH:22][C:21]([S:24]([CH3:27])(=[O:26])=[O:25])=[CH:20][CH:19]=3)[C:6]=2[CH:7]=1)=[O:30]. The yield is 0.840. (2) The reactants are [NH2:1][C:2]1[N:7]=[CH:6][N:5]=[C:4]2[N:8]([C@@H:12]3[CH2:17][CH2:16][CH2:15][N:14]([C:18]([O:20][C:21]([CH3:24])([CH3:23])[CH3:22])=[O:19])[CH2:13]3)[N:9]=[C:10](I)[C:3]=12.[F:25][C:26]1[CH:47]=[CH:46][C:45]([F:48])=[CH:44][C:27]=1[O:28][C:29]1[CH:34]=[CH:33][C:32](B2OC(C)(C)C(C)(C)O2)=[CH:31][CH:30]=1.C(=O)([O-])[O-].[Na+].[Na+]. The catalyst is O1CCOCC1.O.C1C=CC([P]([Pd]([P](C2C=CC=CC=2)(C2C=CC=CC=2)C2C=CC=CC=2)([P](C2C=CC=CC=2)(C2C=CC=CC=2)C2C=CC=CC=2)[P](C2C=CC=CC=2)(C2C=CC=CC=2)C2C=CC=CC=2)(C2C=CC=CC=2)C2C=CC=CC=2)=CC=1. The product is [NH2:1][C:2]1[N:7]=[CH:6][N:5]=[C:4]2[N:8]([C@@H:12]3[CH2:17][CH2:16][CH2:15][N:14]([C:18]([O:20][C:21]([CH3:24])([CH3:23])[CH3:22])=[O:19])[CH2:13]3)[N:9]=[C:10]([C:32]3[CH:31]=[CH:30][C:29]([O:28][C:27]4[CH:44]=[C:45]([F:48])[CH:46]=[CH:47][C:26]=4[F:25])=[CH:34][CH:33]=3)[C:3]=12. The yield is 0.870. (3) The reactants are Br[C:2]1[N:6]2[CH:7]=[CH:8][N:9]=[C:10]([NH:11][CH3:12])[C:5]2=[N:4][CH:3]=1.[S:13]1C=[CH:16][CH:15]=[C:14]1B(O)O.C([O-])([O-])=O.[K+].[K+]. The catalyst is O1CCCC1.O. The product is [S:13]1[CH:14]=[CH:15][CH:16]=[C:12]1[NH:11][C:10]1[C:5]2[N:6]([CH:2]=[CH:3][N:4]=2)[CH:7]=[CH:8][N:9]=1. The yield is 1.00. (4) The reactants are Br[C:2]1[C:6]2[C:7]([NH2:11])=[N:8][CH:9]=[CH:10][C:5]=2[S:4][CH:3]=1.[O:12]([C:19]1[CH:24]=[CH:23][C:22](B(O)O)=[CH:21][CH:20]=1)[C:13]1[CH:18]=[CH:17][CH:16]=[CH:15][CH:14]=1.C([O-])([O-])=O.[Na+].[Na+].[Na+].[Cl-]. The catalyst is C1C=CC([P]([Pd]([P](C2C=CC=CC=2)(C2C=CC=CC=2)C2C=CC=CC=2)([P](C2C=CC=CC=2)(C2C=CC=CC=2)C2C=CC=CC=2)[P](C2C=CC=CC=2)(C2C=CC=CC=2)C2C=CC=CC=2)(C2C=CC=CC=2)C2C=CC=CC=2)=CC=1.O.COCCOC. The product is [O:12]([C:19]1[CH:20]=[CH:21][C:22]([C:2]2[C:6]3[C:7]([NH2:11])=[N:8][CH:9]=[CH:10][C:5]=3[S:4][CH:3]=2)=[CH:23][CH:24]=1)[C:13]1[CH:18]=[CH:17][CH:16]=[CH:15][CH:14]=1. The yield is 0.750. (5) The reactants are Br[C:2]1[CH:7]=[CH:6][C:5]([N:8]2[C:12]([CH2:13][C@@H:14]3[CH2:18][CH2:17][N:16]([C:19]([CH:21]4[CH2:23][CH2:22]4)=[O:20])[CH2:15]3)=[N:11][NH:10][C:9]2=[O:24])=[C:4]([CH3:25])[CH:3]=1.[F:26][C:27]1[CH:32]=[CH:31][C:30](B(O)O)=[CH:29][CH:28]=1.C([O-])([O-])=O.[K+].[K+].O1CCOCC1. The catalyst is C1C=CC(P(C2C=CC=CC=2)[C-]2C=CC=C2)=CC=1.C1C=CC(P(C2C=CC=CC=2)[C-]2C=CC=C2)=CC=1.Cl[Pd]Cl.[Fe+2].O. The product is [CH:21]1([C:19]([N:16]2[CH2:17][CH2:18][C@@H:14]([CH2:13][C:12]3[N:8]([C:5]4[CH:6]=[CH:7][C:2]([C:30]5[CH:31]=[CH:32][C:27]([F:26])=[CH:28][CH:29]=5)=[CH:3][C:4]=4[CH3:25])[C:9](=[O:24])[NH:10][N:11]=3)[CH2:15]2)=[O:20])[CH2:23][CH2:22]1. The yield is 0.578. (6) The reactants are Br[C:2]1[CH:22]=[C:21]([CH3:23])[CH:20]=[CH:19][C:3]=1[O:4][C:5]1[C:14]2[C:9](=[CH:10][C:11]([O:17][CH3:18])=[C:12]([O:15][CH3:16])[CH:13]=2)[N:8]=[CH:7][CH:6]=1.C([Li])CCC.CCCCCC.[C:35](Cl)(=[O:40])[C:36]([CH3:39])([CH3:38])[CH3:37].O. The catalyst is O1CCCC1. The product is [CH3:16][O:15][C:12]1[CH:13]=[C:14]2[C:9](=[CH:10][C:11]=1[O:17][CH3:18])[N:8]=[CH:7][CH:6]=[C:5]2[O:4][C:3]1[CH:19]=[CH:20][C:21]([CH3:23])=[CH:22][C:2]=1[C:35](=[O:40])[C:36]([CH3:39])([CH3:38])[CH3:37]. The yield is 0.210. (7) The reactants are C(Cl)(=O)C(Cl)=O.CS(C)=O.[N:11]1([C@H:17]2[CH2:22][CH2:21][CH2:20][CH2:19][C@@H:18]2[OH:23])[CH2:16][CH2:15][O:14][CH2:13][CH2:12]1.C(N(CC)CC)C. The catalyst is ClCCl.O. The product is [N:11]1([CH:17]2[CH2:22][CH2:21][CH2:20][CH2:19][C:18]2=[O:23])[CH2:12][CH2:13][O:14][CH2:15][CH2:16]1. The yield is 0.960. (8) The reactants are [C:1]([O:5][C:6](=[O:47])[NH:7][CH:8]([CH2:20][C:21]1[CH:26]=[CH:25][C:24]([O:27][C:28]2[CH:33]=[CH:32][C:31]([CH2:34][CH2:35][C:36](=[O:46])[NH:37][O:38]CC3C=CC=CC=3)=[CH:30][CH:29]=2)=[CH:23][CH:22]=1)[C:9]([N:11]1[CH2:16][CH2:15][N:14]([C:17](=[O:19])[CH3:18])[CH2:13][CH2:12]1)=[O:10])([CH3:4])([CH3:3])[CH3:2].[H][H]. The catalyst is CO.[Pd]. The product is [C:1]([O:5][C:6](=[O:47])[NH:7][CH:8]([CH2:20][C:21]1[CH:26]=[CH:25][C:24]([O:27][C:28]2[CH:29]=[CH:30][C:31]([CH2:34][CH2:35][C:36](=[O:46])[NH:37][OH:38])=[CH:32][CH:33]=2)=[CH:23][CH:22]=1)[C:9]([N:11]1[CH2:12][CH2:13][N:14]([C:17](=[O:19])[CH3:18])[CH2:15][CH2:16]1)=[O:10])([CH3:2])([CH3:3])[CH3:4]. The yield is 1.00. (9) The reactants are C([O:8][C:9]1[CH:14]=[CH:13][C:12]([CH2:15][CH2:16][OH:17])=[CH:11][C:10]=1[F:18])C1C=CC=CC=1.[CH3:19][C:20]([Si:23](Cl)([CH3:25])[CH3:24])([CH3:22])[CH3:21].CCN(CC)CC. The catalyst is C(Cl)Cl. The product is [C:20]([Si:23]([CH3:25])([CH3:24])[O:17][CH2:16][CH2:15][C:12]1[CH:13]=[CH:14][C:9]([OH:8])=[C:10]([F:18])[CH:11]=1)([CH3:22])([CH3:21])[CH3:19]. The yield is 0.883.